Predict the reaction yield, written as a fraction of the theoretical maximum amount of product (1.0 means a 100% yield; for example, 0.34 means a 34% yield). From a dataset of Reaction yield outcomes from USPTO patents with 853,638 reactions. (1) The reactants are [N:1]([CH2:4][CH2:5][CH2:6][C:7]1([C:30]2[CH:35]=[CH:34][CH:33]=[CH:32][CH:31]=2)[N:11]([C:12]2[S:13][C:14]3[CH2:15][N:16]([CH3:21])[CH2:17][CH2:18][C:19]=3[N:20]=2)[N:10]=[C:9]([C:22]2[CH:27]=[C:26]([F:28])[CH:25]=[CH:24][C:23]=2[F:29])[S:8]1)=[N+]=[N-].Cl.CO. The catalyst is CO.[Pd]. The product is [F:29][C:23]1[CH:24]=[CH:25][C:26]([F:28])=[CH:27][C:22]=1[C:9]1[S:8][C:7]([CH2:6][CH2:5][CH2:4][NH2:1])([C:30]2[CH:35]=[CH:34][CH:33]=[CH:32][CH:31]=2)[N:11]([C:12]2[S:13][C:14]3[CH2:15][N:16]([CH3:21])[CH2:17][CH2:18][C:19]=3[N:20]=2)[N:10]=1. The yield is 0.500. (2) The reactants are [F:1][C:2]([F:30])([F:29])[C:3]1[CH:4]=[C:5]([CH:22]=[C:23]([C:25]([F:28])([F:27])[F:26])[CH:24]=1)[CH2:6][N:7]([CH2:18][CH2:19][CH2:20][OH:21])[C:8](=[O:17])[C:9]1[C:14]([I:15])=[CH:13][CH:12]=[N:11][C:10]=1Cl.[H-].[Na+].O. The catalyst is O1CCCC1. The product is [F:1][C:2]([F:30])([F:29])[C:3]1[CH:4]=[C:5]([CH:22]=[C:23]([C:25]([F:28])([F:27])[F:26])[CH:24]=1)[CH2:6][N:7]1[CH2:18][CH2:19][CH2:20][O:21][C:10]2[N:11]=[CH:12][CH:13]=[C:14]([I:15])[C:9]=2[C:8]1=[O:17]. The yield is 0.420.